This data is from Reaction yield outcomes from USPTO patents with 853,638 reactions. The task is: Predict the reaction yield, written as a fraction of the theoretical maximum amount of product (1.0 means a 100% yield; for example, 0.34 means a 34% yield). (1) The reactants are [C:1]([O:5][C:6]([NH:8][CH:9]([CH3:16])[CH2:10]OS(C)(=O)=O)=[O:7])([CH3:4])([CH3:3])[CH3:2].[NH:17]1[CH2:22][CH2:21][O:20][CH2:19][CH2:18]1.C([O-])([O-])=O.[K+].[K+]. The catalyst is CC#N. The product is [C:1]([O:5][C:6](=[O:7])[NH:8][CH:9]([CH3:16])[CH2:10][N:17]1[CH2:22][CH2:21][O:20][CH2:19][CH2:18]1)([CH3:4])([CH3:3])[CH3:2]. The yield is 0.620. (2) The reactants are [Cl-].[Ce+3].[Cl-].[Cl-].[BH4-:5].[Na+].[C:7]([C:11]1[CH:12]=[C:13]([PH:21](=O)[C:22]2[CH:27]=[C:26]([C:28]([CH3:31])([CH3:30])[CH3:29])[CH:25]=[C:24]([C:32]([CH3:35])([CH3:34])[CH3:33])[CH:23]=2)[CH:14]=[C:15]([C:17]([CH3:20])([CH3:19])[CH3:18])[CH:16]=1)([CH3:10])([CH3:9])[CH3:8].[H-].[Al+3].[Li+].[H-].[H-].[H-].Cl. The catalyst is C1COCC1.O.C1(C)C=CC=CC=1. The product is [C:17]([C:15]1[CH:14]=[C:13]([PH:21][C:22]2[CH:27]=[C:26]([C:28]([CH3:31])([CH3:30])[CH3:29])[CH:25]=[C:24]([C:32]([CH3:35])([CH3:34])[CH3:33])[CH:23]=2)[CH:12]=[C:11]([C:7]([CH3:10])([CH3:9])[CH3:8])[CH:16]=1)([CH3:18])([CH3:19])[CH3:20].[BH3:5]. The yield is 0.727. (3) The reactants are C(OC(=O)[NH:7][CH2:8][C:9](=[O:37])[NH:10][CH2:11][C:12]1[CH:17]=[CH:16][C:15]([C:18]([N:20]2[CH2:29][C:28]3[CH:27]=[N:26][N:25]([CH3:30])[C:24]=3[NH:23][C:22]3[CH:31]=[C:32]([Cl:35])[CH:33]=[CH:34][C:21]2=3)=[O:19])=[CH:14][C:13]=1[F:36])(C)(C)C.Cl.O1CCOCC1. No catalyst specified. The product is [ClH:35].[NH2:7][CH2:8][C:9]([NH:10][CH2:11][C:12]1[CH:17]=[CH:16][C:15]([C:18]([N:20]2[CH2:29][C:28]3[CH:27]=[N:26][N:25]([CH3:30])[C:24]=3[NH:23][C:22]3[CH:31]=[C:32]([Cl:35])[CH:33]=[CH:34][C:21]2=3)=[O:19])=[CH:14][C:13]=1[F:36])=[O:37]. The yield is 0.830. (4) The reactants are [CH2:1]([C:5]1[CH:10]=[CH:9][C:8]([OH:11])=[CH:7][C:6]=1[O:12][CH2:13][CH2:14][C:15]1[N:16]=[C:17]([C:21]2[CH:26]=[CH:25][C:24]([C:27]3[CH:32]=[CH:31][CH:30]=[CH:29][CH:28]=3)=[CH:23][CH:22]=2)[O:18][C:19]=1[CH3:20])[CH2:2][CH2:3][CH3:4].Br[C:34]([CH3:41])([CH3:40])[C:35]([O:37][CH2:38][CH3:39])=[O:36].C(=O)([O-])[O-].[Cs+].[Cs+]. The catalyst is CN(C=O)C. The product is [CH2:38]([O:37][C:35](=[O:36])[C:34]([O:11][C:8]1[CH:9]=[CH:10][C:5]([CH2:1][CH2:2][CH2:3][CH3:4])=[C:6]([O:12][CH2:13][CH2:14][C:15]2[N:16]=[C:17]([C:21]3[CH:22]=[CH:23][C:24]([C:27]4[CH:32]=[CH:31][CH:30]=[CH:29][CH:28]=4)=[CH:25][CH:26]=3)[O:18][C:19]=2[CH3:20])[CH:7]=1)([CH3:41])[CH3:40])[CH3:39]. The yield is 0.680. (5) The reactants are [OH:1]OS([O-])=O.[K+].[F:7][C:8]1[CH:9]=[C:10]([S:15][C:16]2[CH:17]=[C:18]3[C:24]([NH2:25])=[N:23][NH:22][C:19]3=[N:20][CH:21]=2)[CH:11]=[C:12]([F:14])[CH:13]=1.O1CCCC1.CO.[OH2:33]. No catalyst specified. The product is [F:7][C:8]1[CH:9]=[C:10]([S:15]([C:16]2[CH:17]=[C:18]3[C:24]([NH2:25])=[N:23][NH:22][C:19]3=[N:20][CH:21]=2)(=[O:1])=[O:33])[CH:11]=[C:12]([F:14])[CH:13]=1. The yield is 0.810.